Dataset: Forward reaction prediction with 1.9M reactions from USPTO patents (1976-2016). Task: Predict the product of the given reaction. (1) Given the reactants [C:1]([O:4][C:5]1[CH:6]=[C:7]2[C:12](=[CH:13][C:14]=1[O:15][CH3:16])[N:11]=[CH:10][N:9]=[C:8]2[Cl:17])(=[O:3])[CH3:2].[Cl:18][C:19]1[C:20]([F:26])=[C:21]([CH:23]=[CH:24][CH:25]=1)[NH2:22], predict the reaction product. The product is: [ClH:17].[C:1]([O:4][C:5]1[CH:6]=[C:7]2[C:12](=[CH:13][C:14]=1[O:15][CH3:16])[N:11]=[CH:10][N:9]=[C:8]2[NH:22][C:21]1[CH:23]=[CH:24][CH:25]=[C:19]([Cl:18])[C:20]=1[F:26])(=[O:3])[CH3:2]. (2) Given the reactants CS(C)=O.[H-].[Na+].[I-].[CH3:8][S+](C)C.[F:12][C:13]1[CH:14]=[C:15]([C:21](=[O:23])[CH3:22])[CH:16]=[CH:17][C:18]=1[O:19][CH3:20], predict the reaction product. The product is: [F:12][C:13]1[CH:14]=[C:15]([C:21]2([CH3:8])[CH2:22][O:23]2)[CH:16]=[CH:17][C:18]=1[O:19][CH3:20]. (3) Given the reactants Br[C:2]1[CH:3]=[CH:4][C:5]2[O:11][CH2:10][CH2:9][N:8]3[CH:12]=[C:13]([C:15]4[N:19]([CH:20]([CH3:22])[CH3:21])[N:18]=[CH:17][N:16]=4)[N:14]=[C:7]3[C:6]=2[CH:23]=1.[N:24]1[CH:29]=[C:28](B(O)O)[CH:27]=[N:26][CH:25]=1.C([O-])([O-])=O.[Cs+].[Cs+].O, predict the reaction product. The product is: [CH:20]([N:19]1[C:15]([C:13]2[N:14]=[C:7]3[C:6]4[CH:23]=[C:2]([C:28]5[CH:29]=[N:24][CH:25]=[N:26][CH:27]=5)[CH:3]=[CH:4][C:5]=4[O:11][CH2:10][CH2:9][N:8]3[CH:12]=2)=[N:16][CH:17]=[N:18]1)([CH3:22])[CH3:21]. (4) Given the reactants C([C@@H:4]1[CH2:7][C@H:6]([C:8]([O:10][CH2:11][C:12]2[CH:17]=[CH:16][CH:15]=[CH:14][CH:13]=2)=[O:9])[C:5]1([CH3:19])[CH3:18])(=O)C.[N-]=[N+]=[N-].[Na+].CS(O)(=O)=O.[NH3:29].[CH2:30]([CH2:33]OC)[O:31]C, predict the reaction product. The product is: [C:30]([NH:29][C@@H:4]1[CH2:7][C@H:6]([C:8]([O:10][CH2:11][C:12]2[CH:13]=[CH:14][CH:15]=[CH:16][CH:17]=2)=[O:9])[C:5]1([CH3:18])[CH3:19])(=[O:31])[CH3:33].